This data is from Peptide-MHC class I binding affinity with 185,985 pairs from IEDB/IMGT. The task is: Regression. Given a peptide amino acid sequence and an MHC pseudo amino acid sequence, predict their binding affinity value. This is MHC class I binding data. (1) The peptide sequence is REVFDYLLP. The binding affinity (normalized) is 0.0847. The MHC is HLA-B58:01 with pseudo-sequence HLA-B58:01. (2) The peptide sequence is KYMRSGWGW. The MHC is HLA-A24:02 with pseudo-sequence HLA-A24:02. The binding affinity (normalized) is 0.551. (3) The peptide sequence is NYFNRMFHF. The MHC is HLA-A26:03 with pseudo-sequence HLA-A26:03. The binding affinity (normalized) is 0.0847. (4) The peptide sequence is TYHPNCINCL. The MHC is HLA-A30:02 with pseudo-sequence HLA-A30:02. The binding affinity (normalized) is 0.0274. (5) The peptide sequence is DRTELLEMVCFHEFL. The MHC is HLA-A03:01 with pseudo-sequence HLA-A03:01. The binding affinity (normalized) is 0.247. (6) The peptide sequence is KELNIGRTF. The MHC is HLA-A69:01 with pseudo-sequence HLA-A69:01. The binding affinity (normalized) is 0.0847. (7) The peptide sequence is QIFNIISYII. The MHC is HLA-A68:02 with pseudo-sequence HLA-A68:02. The binding affinity (normalized) is 0.463. (8) The peptide sequence is EIIPKIKAY. The MHC is HLA-B15:01 with pseudo-sequence HLA-B15:01. The binding affinity (normalized) is 0.473. (9) The binding affinity (normalized) is 0.705. The peptide sequence is FPFLYKFLL. The MHC is HLA-B35:01 with pseudo-sequence HLA-B35:01. (10) The peptide sequence is FLRDNRAVL. The MHC is HLA-B58:01 with pseudo-sequence HLA-B58:01. The binding affinity (normalized) is 0.0847.